From a dataset of Reaction yield outcomes from USPTO patents with 853,638 reactions. Predict the reaction yield, written as a fraction of the theoretical maximum amount of product (1.0 means a 100% yield; for example, 0.34 means a 34% yield). (1) The reactants are Br[C:2]1[C:7](=[O:8])[N:6]([CH2:9][C:10]2[CH:15]=[CH:14][C:13]([C:16]3[C:17]([C:22]#[N:23])=[CH:18][CH:19]=[CH:20][CH:21]=3)=[CH:12][CH:11]=2)[C:5]([CH2:24][CH2:25][CH3:26])=[N:4][C:3]=1[CH2:27][CH3:28].[CH3:29][O:30][C:31]1[CH:32]=[C:33]([OH:37])[CH:34]=[CH:35][CH:36]=1.[OH-].[K+].CS(C)=O. The catalyst is C(OCC)(=O)C. The product is [CH2:27]([C:3]1[N:4]=[C:5]([CH2:24][CH2:25][CH3:26])[N:6]([CH2:9][C:10]2[CH:15]=[CH:14][C:13]([C:16]3[C:17]([C:22]#[N:23])=[CH:18][CH:19]=[CH:20][CH:21]=3)=[CH:12][CH:11]=2)[C:7](=[O:8])[C:2]=1[O:37][C:33]1[CH:34]=[CH:35][CH:36]=[C:31]([O:30][CH3:29])[CH:32]=1)[CH3:28]. The yield is 0.510. (2) The reactants are Br[C:2]1[CH:10]=[C:9]2[C:5]([CH2:6][N:7]([C:12]3[CH:17]=[CH:16][C:15]([CH:18]([CH3:26])[C:19]([O:21][C:22]([CH3:25])([CH3:24])[CH3:23])=[O:20])=[CH:14][CH:13]=3)[C:8]2=[O:11])=[CH:4][CH:3]=1.[CH:27](/B(O)O)=[CH:28]/[CH3:29].C(=O)([O-])[O-].[Cs+].[Cs+].COCCOC.O. The catalyst is C(OCC)(=O)C.C1C=CC([P]([Pd]([P](C2C=CC=CC=2)(C2C=CC=CC=2)C2C=CC=CC=2)([P](C2C=CC=CC=2)(C2C=CC=CC=2)C2C=CC=CC=2)[P](C2C=CC=CC=2)(C2C=CC=CC=2)C2C=CC=CC=2)(C2C=CC=CC=2)C2C=CC=CC=2)=CC=1. The product is [O:11]=[C:8]1[C:9]2[C:5](=[CH:4][CH:3]=[C:2]([CH:27]=[CH:28][CH3:29])[CH:10]=2)[CH2:6][N:7]1[C:12]1[CH:13]=[CH:14][C:15]([CH:18]([CH3:26])[C:19]([O:21][C:22]([CH3:23])([CH3:25])[CH3:24])=[O:20])=[CH:16][CH:17]=1. The yield is 0.770. (3) The reactants are Cl.[CH3:2][O:3][C:4](=[O:17])[C:5]1[CH:10]=[CH:9][C:8]([CH:11]2[CH2:16][CH2:15][CH2:14][CH2:13][NH:12]2)=[CH:7][CH:6]=1.C(N(CC)CC)C.[O:25](C(OC(C)(C)C)=O)[C:26]([O:28][C:29]([CH3:32])([CH3:31])[CH3:30])=O. The catalyst is C(#N)C. The product is [CH3:2][O:3][C:4](=[O:17])[C:5]1[CH:6]=[CH:7][C:8]([CH:11]2[CH2:16][CH2:15][CH2:14][CH2:13][N:12]2[C:26]([O:28][C:29]([CH3:32])([CH3:31])[CH3:30])=[O:25])=[CH:9][CH:10]=1. The yield is 0.960. (4) The reactants are [C:1]([C:5]1[CH:10]=[CH:9][CH:8]=C[C:6]=1[NH:11][C:12]1[C:21]2[C:16](=[CH:17][C:18]([C:22]3[C:23]([CH3:28])=[N:24][O:25][C:26]=3[CH3:27])=[CH:19][CH:20]=2)[N:15]=[CH:14][C:13]=1[N+:29]([O-])=O)(C)(C)[CH3:2]. The catalyst is C(O)C.C1COCC1. The product is [CH3:28][C:23]1[C:22]([C:18]2[CH:17]=[C:16]3[C:21]([C:12]([NH:11][CH2:6][C:5]4[CH:1]=[CH:2][CH:8]=[CH:9][CH:10]=4)=[C:13]([NH2:29])[CH:14]=[N:15]3)=[CH:20][CH:19]=2)=[C:26]([CH3:27])[O:25][N:24]=1. The yield is 0.710. (5) The reactants are Br[C:2]1[CH:3]=[C:4]([CH:20]=[CH:21][CH:22]=1)[O:5][CH2:6][CH:7]([OH:19])[CH2:8][N:9]1[CH2:18][CH2:17][C:16]2[C:11](=[CH:12][CH:13]=[CH:14][CH:15]=2)[CH2:10]1.[CH3:23][C:24]1([CH3:40])[C:28]([CH3:30])([CH3:29])[O:27][B:26]([B:26]2[O:27][C:28]([CH3:30])([CH3:29])[C:24]([CH3:40])([CH3:23])[O:25]2)[O:25]1.CC([O-])=O.[K+].O. The catalyst is CS(C)=O. The product is [CH2:10]1[C:11]2[C:16](=[CH:15][CH:14]=[CH:13][CH:12]=2)[CH2:17][CH2:18][N:9]1[CH2:8][CH:7]([OH:19])[CH2:6][O:5][C:4]1[CH:20]=[CH:21][CH:22]=[C:2]([B:26]2[O:27][C:28]([CH3:30])([CH3:29])[C:24]([CH3:40])([CH3:23])[O:25]2)[CH:3]=1. The yield is 0.485.